From a dataset of Full USPTO retrosynthesis dataset with 1.9M reactions from patents (1976-2016). Predict the reactants needed to synthesize the given product. (1) Given the product [Br:1][C:2]1[C:3]([N:23]2[CH2:28][CH2:27][CH2:26][C@@H:25]([NH:29][C:30](=[O:36])[O:31][C:32]([CH3:34])([CH3:33])[CH3:35])[CH2:24]2)=[C:4]2[C:10]([NH:11][C:12](=[O:21])[C:13]3[CH:18]=[CH:17][CH:16]=[C:15]([O:19][CH3:20])[N:14]=3)=[CH:9][NH:8][C:5]2=[N:6][CH:7]=1, predict the reactants needed to synthesize it. The reactants are: [Br:1][C:2]1[C:3](F)=[C:4]2[C:10]([NH:11][C:12](=[O:21])[C:13]3[CH:18]=[CH:17][CH:16]=[C:15]([O:19][CH3:20])[N:14]=3)=[CH:9][NH:8][C:5]2=[N:6][CH:7]=1.[NH:23]1[CH2:28][CH2:27][CH2:26][C@@H:25]([NH:29][C:30](=[O:36])[O:31][C:32]([CH3:35])([CH3:34])[CH3:33])[CH2:24]1. (2) Given the product [CH2:3]([O:5][C:6]([C:8]1[CH:12]=[C:11]([CH2:13][Cl:26])[O:10][N:9]=1)=[O:7])[CH3:4], predict the reactants needed to synthesize it. The reactants are: N#N.[CH2:3]([O:5][C:6]([C:8]1[CH:12]=[C:11]([CH2:13]O)[O:10][N:9]=1)=[O:7])[CH3:4].CCN(CC)CC.S([Cl:26])(C)(=O)=O. (3) Given the product [CH3:6][N:4]([CH3:5])[CH:3]=[CH:22][C:21]([C:12]1[CH:13]=[C:14]([NH:17][C:18](=[O:20])[CH3:19])[CH:15]=[CH:16][C:11]=1[O:10][CH3:9])=[O:23], predict the reactants needed to synthesize it. The reactants are: CO[CH:3](OC)[N:4]([CH3:6])[CH3:5].[CH3:9][O:10][C:11]1[CH:16]=[CH:15][C:14]([NH:17][C:18](=[O:20])[CH3:19])=[CH:13][C:12]=1[C:21](=[O:23])[CH3:22]. (4) Given the product [C:30]([O:29][C:27](=[O:28])[CH2:26][C:2]1([C:10]([O:12][CH2:13][CH3:14])=[O:11])[CH2:1][C:9]2[C:4](=[CH:5][CH:6]=[CH:7][CH:8]=2)[CH2:3]1)([CH3:33])([CH3:32])[CH3:31], predict the reactants needed to synthesize it. The reactants are: [CH2:1]1[C:9]2[C:4](=[CH:5][CH:6]=[CH:7][CH:8]=2)[CH2:3][CH:2]1[C:10]([O:12][CH2:13][CH3:14])=[O:11].C[Si]([N-][Si](C)(C)C)(C)C.[Na+].Br[CH2:26][C:27]([O:29][C:30]([CH3:33])([CH3:32])[CH3:31])=[O:28]. (5) Given the product [OH:8][CH2:9][C@@H:10]([N:13]([CH2:21][C:22]([N:24]([O:26][CH3:27])[CH3:25])=[O:23])[C:14](=[O:20])[O:15][C:16]([CH3:17])([CH3:18])[CH3:19])[CH:11]=[CH2:12], predict the reactants needed to synthesize it. The reactants are: [Si]([O:8][CH2:9][C@@H:10]([N:13]([CH2:21][C:22]([N:24]([O:26][CH3:27])[CH3:25])=[O:23])[C:14](=[O:20])[O:15][C:16]([CH3:19])([CH3:18])[CH3:17])[CH:11]=[CH2:12])(C(C)(C)C)(C)C.CCCC[N+](CCCC)(CCCC)CCCC.[F-]. (6) The reactants are: [NH2:1][C:2]1[C:7]([C:8]#[N:9])=[C:6]([N:10]2[CH2:15][CH2:14][CH:13]([C:16]3[N:17]([CH2:29][CH2:30][NH:31][CH2:32][CH:33]4[CH2:35][CH2:34]4)[CH:18]=[C:19]([C:21]4[CH:26]=[CH:25][C:24]([F:27])=[C:23]([CH3:28])[CH:22]=4)[N:20]=3)[CH2:12][CH2:11]2)[N:5]=[CH:4][N:3]=1.[CH:36]1(N)CCCC1. Given the product [NH2:1][C:2]1[C:7]([C:8]#[N:9])=[C:6]([N:10]2[CH2:11][CH2:12][CH:13]([C:16]3[N:17]([CH2:29][CH2:30][NH:31][CH:32]4[CH2:33][CH2:35][CH2:34][CH2:36]4)[CH:18]=[C:19]([C:21]4[CH:26]=[CH:25][C:24]([F:27])=[C:23]([CH3:28])[CH:22]=4)[N:20]=3)[CH2:14][CH2:15]2)[N:5]=[CH:4][N:3]=1, predict the reactants needed to synthesize it.